This data is from Forward reaction prediction with 1.9M reactions from USPTO patents (1976-2016). The task is: Predict the product of the given reaction. (1) Given the reactants Cl[C:2]1[N:7]=[CH:6][C:5]([F:8])=[CH:4][N:3]=1.[CH3:9][C@@H:10]1[CH2:15][NH:14][CH2:13][CH2:12][NH:11]1, predict the reaction product. The product is: [F:8][C:5]1[CH:4]=[N:3][C:2]([N:14]2[CH2:13][CH2:12][NH:11][C@H:10]([CH3:9])[CH2:15]2)=[N:7][CH:6]=1. (2) Given the reactants [C:1]([O:5][C:6]([N:8]1[C@H:13]([C:14](=[O:25])[NH:15][CH2:16][C:17]2[CH:22]=[CH:21][CH:20]=[C:19]([Cl:23])[C:18]=2[F:24])[CH2:12][C@@:11]2([CH2:26][OH:27])[C@@H:9]1[CH2:10]2)=[O:7])([CH3:4])([CH3:3])[CH3:2].[CH2:28](OC([C@@H]1C[C@@]2(COC)[C@H](C2)N1C(OC(C)(C)C)=O)=O)C.[OH-].[Na+].O[Li].O, predict the reaction product. The product is: [C:1]([O:5][C:6]([N:8]1[C@H:13]([C:14](=[O:25])[NH:15][CH2:16][C:17]2[CH:22]=[CH:21][CH:20]=[C:19]([Cl:23])[C:18]=2[F:24])[CH2:12][C@@:11]2([CH2:26][O:27][CH3:28])[C@@H:9]1[CH2:10]2)=[O:7])([CH3:4])([CH3:3])[CH3:2]. (3) Given the reactants [CH3:1][C:2]1[CH:7]=[CH:6][C:5]([C:8]2[CH:13]=[C:12]([C:14]([N:16]3[CH2:20][CH2:19][CH2:18][CH2:17]3)=[O:15])[CH:11]=[C:10]([C:21](O)=[O:22])[CH:9]=2)=[CH:4][CH:3]=1.[NH2:24][CH2:25][C:26]1[CH:27]=[CH:28][C:29]([Cl:39])=[C:30]([S:32]([NH:35][CH:36]2[CH2:38][CH2:37]2)(=[O:34])=[O:33])[CH:31]=1.F[P-](F)(F)(F)(F)F.C[N+](C)=C(N(C)C)ON1C2N=CC=CC=2N=N1.C(N(CC)C(C)C)(C)C, predict the reaction product. The product is: [Cl:39][C:29]1[CH:28]=[CH:27][C:26]([CH2:25][NH:24][C:21]([C:10]2[CH:9]=[C:8]([C:5]3[CH:6]=[CH:7][C:2]([CH3:1])=[CH:3][CH:4]=3)[CH:13]=[C:12]([C:14]([N:16]3[CH2:20][CH2:19][CH2:18][CH2:17]3)=[O:15])[CH:11]=2)=[O:22])=[CH:31][C:30]=1[S:32](=[O:34])(=[O:33])[NH:35][CH:36]1[CH2:37][CH2:38]1. (4) The product is: [CH:1]1[C:13]2[CH2:12][C:11]3[C:6](=[CH:7][CH:8]=[CH:9][CH:10]=3)[C:5]=2[CH:4]=[CH:3][C:2]=1[CH:14]=[N:16][C:17]1[CH:29]=[CH:28][C:27]2[C:26]3[C:21](=[CH:22][C:23]([NH2:30])=[CH:24][CH:25]=3)[CH2:20][C:19]=2[CH:18]=1. Given the reactants [CH:1]1[C:13]2[CH2:12][C:11]3[C:6](=[CH:7][CH:8]=[CH:9][CH:10]=3)[C:5]=2[CH:4]=[CH:3][C:2]=1[CH:14]=O.[NH2:16][C:17]1[CH:29]=[CH:28][C:27]2[C:26]3[C:21](=[CH:22][C:23]([NH2:30])=[CH:24][CH:25]=3)[CH2:20][C:19]=2[CH:18]=1.C(O)(C(F)(F)F)=O, predict the reaction product.